This data is from Forward reaction prediction with 1.9M reactions from USPTO patents (1976-2016). The task is: Predict the product of the given reaction. (1) Given the reactants [C:1]1(=[O:11])[C:5]2([CH2:9][CH2:8][CH2:7][CH2:6]2)[CH2:4][C:3](=[O:10])[O:2]1.[CH3:12][CH2:13][OH:14], predict the reaction product. The product is: [CH2:13]([O:14][C:3](=[O:10])[CH2:4][C:5]1([C:1]([OH:11])=[O:2])[CH2:9][CH2:8][CH2:7][CH2:6]1)[CH3:12]. (2) Given the reactants C([O:4][C@H:5]1[CH2:22][CH2:21][C@@:20]2([CH3:23])[C:7](=[CH:8][CH2:9][C@@H:10]3[C@@H:19]2[CH2:18][CH2:17][C@@:15]2([CH3:16])[C@H:11]3[CH2:12][CH2:13][C:14]2=[N:24][OH:25])[CH2:6]1)(=O)C.[OH-].[K+], predict the reaction product. The product is: [N:24](=[C:14]1[CH2:13][CH2:12][C@H:11]2[C@H:10]3[C@H:19]([CH2:18][CH2:17][C@:15]12[CH3:16])[C@:20]1([CH3:23])[C:7]([CH2:6][C@@H:5]([OH:4])[CH2:22][CH2:21]1)=[CH:8][CH2:9]3)[OH:25]. (3) Given the reactants [CH:1]1([CH2:4][NH:5][C:6](=[O:17])[NH:7][C:8]2[CH:16]=[CH:15][C:11]([C:12]([OH:14])=O)=[CH:10][CH:9]=2)[CH2:3][CH2:2]1.[CH3:18][NH:19][CH:20]1[CH2:24][CH2:23][N:22]([C:25]([O:27][C:28]([CH3:31])([CH3:30])[CH3:29])=[O:26])[CH2:21]1.C(N(CC)CC)C.Cl.C(N=C=NCCCN(C)C)C, predict the reaction product. The product is: [CH:1]1([CH2:4][NH:5][C:6](=[O:17])[NH:7][C:8]2[CH:9]=[CH:10][C:11]([C:12]([N:19]([CH:20]3[CH2:24][CH2:23][N:22]([C:25]([O:27][C:28]([CH3:31])([CH3:30])[CH3:29])=[O:26])[CH2:21]3)[CH3:18])=[O:14])=[CH:15][CH:16]=2)[CH2:2][CH2:3]1.